Predict the product of the given reaction. From a dataset of Forward reaction prediction with 1.9M reactions from USPTO patents (1976-2016). (1) The product is: [C:10]([CH:9]([C:4]1[CH:5]=[CH:6][C:7]([F:8])=[C:2]([F:1])[CH:3]=1)[CH:19]([C:15]1[CH:16]=[CH:17][CH:18]=[C:13]([F:12])[CH:14]=1)[CH2:20][C:21]([O:23][CH3:24])=[O:22])#[N:11]. Given the reactants [F:1][C:2]1[CH:3]=[C:4]([CH2:9][C:10]#[N:11])[CH:5]=[CH:6][C:7]=1[F:8].[F:12][C:13]1[CH:14]=[C:15]([CH:19]=[CH:20][C:21]([O:23][CH3:24])=[O:22])[CH:16]=[CH:17][CH:18]=1, predict the reaction product. (2) Given the reactants [Br-].[O:2]=[C:3]([C:24]1[CH:29]=[CH:28][C:27]([O:30][C:31]([F:34])([F:33])[F:32])=[CH:26][CH:25]=1)[CH2:4][P+](C1C=CC=CC=1)(C1C=CC=CC=1)C1C=CC=CC=1.CC(C)([O-])C.[K+].[O:41]1[CH2:44][C:43](=O)[CH2:42]1, predict the reaction product. The product is: [O:41]1[CH2:44][C:43](=[CH:4][C:3]([C:24]2[CH:25]=[CH:26][C:27]([O:30][C:31]([F:32])([F:33])[F:34])=[CH:28][CH:29]=2)=[O:2])[CH2:42]1. (3) Given the reactants [N:1]([C@H:4]1[C@H:9]([CH2:10][CH3:11])[CH2:8][O:7][CH2:6][C@@H:5]1[O:12]CC1C=CC=CC=1)=[N+]=[N-].[C:20](O[C:20]([O:22][C:23]([CH3:26])([CH3:25])[CH3:24])=[O:21])([O:22][C:23]([CH3:26])([CH3:25])[CH3:24])=[O:21].CCCCC.C(OCC)(=O)C.O1C=CC=CC1=O, predict the reaction product. The product is: [C:23]([O:22][C:20]([NH:1][C@H:4]1[C@H:9]([CH2:10][CH3:11])[CH2:8][O:7][CH2:6][C@@H:5]1[OH:12])=[O:21])([CH3:26])([CH3:25])[CH3:24]. (4) Given the reactants [O:1]=[CH:2][C@@H:3]([C@@H:5]([C@@H:7]([CH2:9][OH:10])[OH:8])[OH:6])[OH:4].C(=O)=O, predict the reaction product. The product is: [OH:1][CH:2]1[O:10][CH2:9][C@@H:7]([OH:8])[C@@H:5]([OH:6])[C@H:3]1[OH:4]. (5) The product is: [F:26][C:27]1[N:32]2[CH:33]=[C:34]([CH:36]([NH:37][C:38]3[CH:43]=[CH:42][N:41]=[C:40]([O:44][CH3:45])[CH:39]=3)[C:8]([C:10]3[C:18]4[C:13](=[CH:14][CH:15]=[CH:16][CH:17]=4)[NH:12][CH:11]=3)=[O:9])[N:35]=[C:31]2[CH:30]=[CH:29][CH:28]=1. Given the reactants C(N(CC)CC)C.[CH:8]([C:10]1[C:18]2[C:13](=[CH:14][CH:15]=[CH:16][CH:17]=2)[N:12](C(OC(C)(C)C)=O)[CH:11]=1)=[O:9].[F:26][C:27]1[N:32]2[CH:33]=[C:34]([CH:36]=[N:37][C:38]3[CH:43]=[CH:42][N:41]=[C:40]([O:44][CH3:45])[CH:39]=3)[N:35]=[C:31]2[CH:30]=[CH:29][CH:28]=1, predict the reaction product. (6) Given the reactants [OH:1][CH2:2][C:3]([CH3:8])([CH3:7])[CH2:4][C:5]#[N:6].N1C=CC=CC=1.[S:15](O[S:15]([C:18]([F:21])([F:20])[F:19])(=[O:17])=[O:16])([C:18]([F:21])([F:20])[F:19])(=[O:17])=[O:16], predict the reaction product. The product is: [F:19][C:18]([F:21])([F:20])[S:15]([O:1][CH2:2][C:3]([CH3:8])([CH3:7])[CH2:4][C:5]#[N:6])(=[O:17])=[O:16]. (7) Given the reactants Cl.[Cl:2][C:3]1[CH:13]=[CH:12][C:6]([O:7][CH2:8][CH2:9][CH2:10][NH2:11])=[CH:5][CH:4]=1.[F:14][C:15]([F:30])([F:29])[C:16]1[CH:17]=[C:18]([CH:22]=[C:23]([C:25]([F:28])([F:27])[F:26])[CH:24]=1)[C:19](Cl)=[O:20].C(N(CC)CC)C, predict the reaction product. The product is: [Cl:2][C:3]1[CH:13]=[CH:12][C:6]([O:7][CH2:8][CH2:9][CH2:10][NH:11][C:19](=[O:20])[C:18]2[CH:22]=[C:23]([C:25]([F:26])([F:27])[F:28])[CH:24]=[C:16]([C:15]([F:14])([F:29])[F:30])[CH:17]=2)=[CH:5][CH:4]=1.